From a dataset of Catalyst prediction with 721,799 reactions and 888 catalyst types from USPTO. Predict which catalyst facilitates the given reaction. (1) Reactant: [N:1]1[CH:6]=[CH:5][CH:4]=[N:3][C:2]=1[C:7]1[N:12]=[C:11]([CH3:13])[C:10]([C:14]([OH:16])=O)=[CH:9][N:8]=1.[F:17][C:18]1[N:23]=[C:22]2[C:24]([CH3:28])=[CH:25][N:26]([NH2:27])[C:21]2=[CH:20][CH:19]=1.CCN(C(C)C)C(C)C.CN(C(ON1N=NC2C=CC=NC1=2)=[N+](C)C)C.F[P-](F)(F)(F)(F)F. Product: [F:17][C:18]1[N:23]=[C:22]2[C:24]([CH3:28])=[CH:25][N:26]([NH:27][C:14]([C:10]3[C:11]([CH3:13])=[N:12][C:7]([C:2]4[N:1]=[CH:6][CH:5]=[CH:4][N:3]=4)=[N:8][CH:9]=3)=[O:16])[C:21]2=[CH:20][CH:19]=1. The catalyst class is: 3. (2) Reactant: [CH3:1][O:2][CH2:3][O:4][C@H:5]1[CH2:18][CH2:17][C@@H:16]2[C@H:7]([CH2:8][C@@H:9]3[C@@H:14]([CH2:15]2)[C@@H:13]2[CH2:19][CH2:20][C:21](=[O:22])[C@@:12]2([CH3:23])[CH2:11][CH2:10]3)[CH2:6]1.C[Si]([N-][Si](C)(C)C)(C)C.[K+].C1C=CC(N([S:41]([C:44]([F:47])([F:46])[F:45])(=[O:43])=[O:42])[S:41]([C:44]([F:47])([F:46])[F:45])(=[O:43])=[O:42])=CC=1.O. Product: [CH3:1][O:2][CH2:3][O:4][C@H:5]1[CH2:18][CH2:17][C@@H:16]2[C@H:7]([CH2:8][C@@H:9]3[C@@H:14]([CH2:15]2)[C@@H:13]2[CH2:19][CH:20]=[C:21]([O:22][S:41]([C:44]([F:47])([F:46])[F:45])(=[O:43])=[O:42])[C@@:12]2([CH3:23])[CH2:11][CH2:10]3)[CH2:6]1. The catalyst class is: 1.